From a dataset of Forward reaction prediction with 1.9M reactions from USPTO patents (1976-2016). Predict the product of the given reaction. (1) Given the reactants C(NC(=O)CBr)C1C=CC=CC=1.[Br:13][CH2:14][C:15]([OH:17])=O.[CH:18]1([NH2:24])[CH2:23][CH2:22][CH2:21][CH2:20][CH2:19]1.C1(C)C=CC=CC=1.CCOC(C)=O, predict the reaction product. The product is: [Br:13][CH2:14][C:15]([NH:24][CH:18]1[CH2:23][CH2:22][CH2:21][CH2:20][CH2:19]1)=[O:17]. (2) Given the reactants O[C:2]([C:5]1[CH:10]=[CH:9][C:8]([NH:11][C:12](=[O:14])[CH3:13])=[CH:7][C:6]=1[O:15][CH3:16])([CH3:4])[CH3:3].C([O-])=O.[NH4+], predict the reaction product. The product is: [CH:2]([C:5]1[CH:10]=[CH:9][C:8]([NH:11][C:12](=[O:14])[CH3:13])=[CH:7][C:6]=1[O:15][CH3:16])([CH3:4])[CH3:3]. (3) Given the reactants Br[C:2]1[C:7]([NH2:8])=[C:6]([CH:9]([O:12][CH3:13])[O:10][CH3:11])[C:5]([Cl:14])=[CH:4][N:3]=1.[NH:15]1[CH2:20][CH2:19][O:18][CH2:17][CH2:16]1.O, predict the reaction product. The product is: [Cl:14][C:5]1[C:6]([CH:9]([O:12][CH3:13])[O:10][CH3:11])=[C:7]([NH2:8])[C:2]([N:15]2[CH2:20][CH2:19][O:18][CH2:17][CH2:16]2)=[N:3][CH:4]=1. (4) Given the reactants F[C:2]1[CH:11]=[C:10]([C:12]2[N:17]=[C:16]3[N:18]([CH2:21][C:22]4[CH:23]=[C:24]5[C:29](=[CH:30][CH:31]=4)[N:28]=[CH:27][CH:26]=[CH:25]5)[N:19]=[N:20][C:15]3=[CH:14][CH:13]=2)[CH:9]=[CH:8][C:3]=1C(NC)=O.[CH3:32][N:33](C)[C:34]1C=C(B(O)O)C=CC=1.C(=O)([O-])[O-].[K+].[K+].O1CCOCC1, predict the reaction product. The product is: [CH3:32][N:33]([CH3:34])[C:2]1[CH:3]=[CH:8][CH:9]=[C:10]([C:12]2[N:17]=[C:16]3[N:18]([CH2:21][C:22]4[CH:23]=[C:24]5[C:29](=[CH:30][CH:31]=4)[N:28]=[CH:27][CH:26]=[CH:25]5)[N:19]=[N:20][C:15]3=[CH:14][CH:13]=2)[CH:11]=1.